This data is from Reaction yield outcomes from USPTO patents with 853,638 reactions. The task is: Predict the reaction yield, written as a fraction of the theoretical maximum amount of product (1.0 means a 100% yield; for example, 0.34 means a 34% yield). (1) The reactants are [Br:1][C:2]1[CH:3]=[C:4]([NH2:8])[CH:5]=[N:6][CH:7]=1.C(N(CC)C(C)C)(C)C.[CH:18]1([C:21](Cl)=[O:22])[CH2:20][CH2:19]1. The catalyst is ClCCl. The product is [Br:1][C:2]1[CH:3]=[C:4]([NH:8][C:21]([CH:18]2[CH2:20][CH2:19]2)=[O:22])[CH:5]=[N:6][CH:7]=1. The yield is 0.870. (2) The reactants are C(O)[C@H]1O[C@H](O[C@]2(CO)O[C@H](CO)[C@@H](O)[C@@H]2O)[C@H](O)[C@@H](O)[C@@H]1O.[CH3:24][CH:25]([C:31]([CH3:33])=[O:32])[C:26]([O:28][CH2:29][CH3:30])=[O:27]. The catalyst is O. The product is [OH:32][CH:31]([CH3:33])[CH:25]([CH3:24])[C:26]([O:28][CH2:29][CH3:30])=[O:27]. The yield is 1.00.